From a dataset of Full USPTO retrosynthesis dataset with 1.9M reactions from patents (1976-2016). Predict the reactants needed to synthesize the given product. (1) Given the product [Cl:11][C:12]1[CH:13]=[C:14]([CH:31]=[CH:32][C:33]=1[O:34][CH3:35])[CH2:15][NH:16][C:17]1[C:22]([C:23]([O:25][CH2:26][CH3:27])=[O:24])=[CH:21][N:20]=[C:19]([N:9]2[CH2:8][C:4]3[C:3](=[N:2][CH:7]=[CH:6][CH:5]=3)[CH2:10]2)[N:18]=1, predict the reactants needed to synthesize it. The reactants are: Cl.[N:2]1[CH:7]=[CH:6][CH:5]=[C:4]2[CH2:8][NH:9][CH2:10][C:3]=12.[Cl:11][C:12]1[CH:13]=[C:14]([CH:31]=[CH:32][C:33]=1[O:34][CH3:35])[CH2:15][NH:16][C:17]1[C:22]([C:23]([O:25][CH2:26][CH3:27])=[O:24])=[CH:21][N:20]=[C:19](S(C)=O)[N:18]=1.C(N(CC)CC)C.O. (2) Given the product [S:1]1[C:5]2[C:6]([C:20]3[CH:25]=[CH:24][CH:23]=[CH:22][N:21]=3)=[CH:7][CH:8]=[CH:9][C:4]=2[CH:3]=[CH:2]1, predict the reactants needed to synthesize it. The reactants are: [S:1]1[C:5]2[C:6](B3OC(C)(C)C(C)(C)O3)=[CH:7][CH:8]=[CH:9][C:4]=2[CH:3]=[CH:2]1.Br[C:20]1[CH:25]=[CH:24][CH:23]=[CH:22][N:21]=1.ClCCl.C(=O)([O-])[O-].[Cs+].[Cs+]. (3) Given the product [Cl:1][C:2]1[CH:10]=[C:9]2[C:5]([C:6]([C:11]3[N:16]=[C:15]4[C:17]([C:20]([NH:23][C@@H:24]([CH3:27])[CH2:25][OH:26])=[O:21])=[CH:18][NH:19][C:14]4=[N:13][CH:12]=3)=[N:7][NH:8]2)=[CH:4][CH:3]=1, predict the reactants needed to synthesize it. The reactants are: [Cl:1][C:2]1[CH:10]=[C:9]2[C:5]([C:6]([C:11]3[N:16]=[C:15]4[C:17]([C:20](O)=[O:21])=[CH:18][NH:19][C:14]4=[N:13][CH:12]=3)=[N:7][NH:8]2)=[CH:4][CH:3]=1.[NH2:23][C@@H:24]([CH3:27])[CH2:25][OH:26].CCN=C=NCCCN(C)C.C1C=CC2N(O)N=NC=2C=1.CCN(C(C)C)C(C)C. (4) The reactants are: Cl.[F:2][CH:3]([F:32])[CH2:4][N:5]1[C:13]2[C:8](=[CH:9][C:10]([O:14][CH:15]3[CH2:20][CH2:19][N:18]([CH:21]([CH3:23])[CH3:22])[CH2:17][CH2:16]3)=[CH:11][CH:12]=2)[CH:7]=[C:6]1[C:24]([N:26]1[CH2:31][CH2:30][NH:29][CH2:28][CH2:27]1)=[O:25].[CH3:33][CH:34]([S:36](Cl)(=[O:38])=[O:37])[CH3:35]. Given the product [F:32][CH:3]([F:2])[CH2:4][N:5]1[C:13]2[C:8](=[CH:9][C:10]([O:14][CH:15]3[CH2:20][CH2:19][N:18]([CH:21]([CH3:23])[CH3:22])[CH2:17][CH2:16]3)=[CH:11][CH:12]=2)[CH:7]=[C:6]1[C:24]([N:26]1[CH2:27][CH2:28][N:29]([S:36]([CH:34]([CH3:35])[CH3:33])(=[O:38])=[O:37])[CH2:30][CH2:31]1)=[O:25], predict the reactants needed to synthesize it. (5) The reactants are: [NH2:1][C:2]1[CH:7]=[CH:6][C:5]([CH:8]([NH2:10])[CH3:9])=[CH:4][CH:3]=1.Cl.NC1C=CC(C(N)C)=CC=1.[CH:22]1[N:27]=[C:26](Cl)[C:25]2[N:29]=[CH:30][N:31]([C@@H:32]3[O:36][C@H:35]([CH2:37][OH:38])[C@@H:34]([OH:39])[C@H:33]3[OH:40])[C:24]=2[N:23]=1.C(N(CC)CC)C. Given the product [NH2:1][C:2]1[CH:7]=[CH:6][C:5]([CH:8]([NH:10][C:26]2[C:25]3[N:29]=[CH:30][N:31]([C:24]=3[N:23]=[CH:22][N:27]=2)[C@@H:32]2[O:36][C@H:35]([CH2:37][OH:38])[C@@H:34]([OH:39])[C@H:33]2[OH:40])[CH3:9])=[CH:4][CH:3]=1, predict the reactants needed to synthesize it. (6) Given the product [F:17][C:14]1[CH:13]=[CH:12][C:11]([C:8]2[NH:9][CH:10]=[CH:6][C:7]=2[C:18]2[CH:23]=[CH:22][N:21]=[CH:20][CH:19]=2)=[CH:16][CH:15]=1, predict the reactants needed to synthesize it. The reactants are: C(OC([C:6]1[C:7]([C:18]2[CH:23]=[CH:22][N:21]=[CH:20][CH:19]=2)=[C:8]([C:11]2[CH:16]=[CH:15][C:14]([F:17])=[CH:13][CH:12]=2)[NH:9][CH:10]=1)=O)C.[OH-].[Na+].